Dataset: Forward reaction prediction with 1.9M reactions from USPTO patents (1976-2016). Task: Predict the product of the given reaction. (1) Given the reactants [C:1]1([CH3:23])[CH:6]=[C:5]([CH3:7])[CH:4]=[C:3]([CH3:8])[C:2]=1[C:9]([PH:11][C:12]([C:14]1[C:19]([CH3:20])=[CH:18][C:17]([CH3:21])=[CH:16][C:15]=1[CH3:22])=[O:13])=[O:10].CCN(CC)CC.[Cl-:31].[C:32]([O:36][CH2:37][CH2:38][N+:39]([CH3:42])([CH3:41])[CH3:40])(=[O:35])[CH:33]=[CH2:34].Cl.[OH:44]O, predict the reaction product. The product is: [Cl-:31].[CH3:20][C:19]1[CH:18]=[C:17]([CH3:21])[CH:16]=[C:15]([CH3:22])[C:14]=1[C:12]([P:11]([CH2:34][CH2:33][C:32]([O:36][CH2:37][CH2:38][N+:39]([CH3:40])([CH3:42])[CH3:41])=[O:35])([C:9](=[O:10])[C:2]1[C:3]([CH3:8])=[CH:4][C:5]([CH3:7])=[CH:6][C:1]=1[CH3:23])=[O:44])=[O:13]. (2) Given the reactants [NH2:1][C:2]1[CH:7]=[C:6]([O:8][C:9]2[CH:14]=[CH:13][C:12]([NH:15][C:16]([C:18]3[C:19](=[O:31])[N:20]([C:25]4[CH:30]=[CH:29][CH:28]=[CH:27][CH:26]=4)[N:21]([CH3:24])[C:22]=3[CH3:23])=[O:17])=[C:11]([F:32])[C:10]=2[F:33])[CH:5]=[CH:4][N:3]=1.CCN(CC)CC.[C:41](Cl)(=O)[O:42]C1C=CC=CC=1.[NH:51]1[CH2:56][CH2:55][O:54][CH2:53][CH2:52]1, predict the reaction product. The product is: [CH3:24][N:21]1[C:22]([CH3:23])=[C:18]([C:16]([NH:15][C:12]2[CH:13]=[CH:14][C:9]([O:8][C:6]3[CH:5]=[CH:4][N:3]=[C:2]([NH:1][C:41]([N:51]4[CH2:56][CH2:55][O:54][CH2:53][CH2:52]4)=[O:42])[CH:7]=3)=[C:10]([F:33])[C:11]=2[F:32])=[O:17])[C:19](=[O:31])[N:20]1[C:25]1[CH:26]=[CH:27][CH:28]=[CH:29][CH:30]=1.